Dataset: Retrosynthesis with 50K atom-mapped reactions and 10 reaction types from USPTO. Task: Predict the reactants needed to synthesize the given product. (1) Given the product CCc1cnc(NC(=O)Oc2ccccc2)cn1, predict the reactants needed to synthesize it. The reactants are: CCc1cnc(N)cn1.O=C(Cl)Oc1ccccc1. (2) The reactants are: O=[N+]([O-])c1cnc(O)c(I)c1.OB(O)C1CC1. Given the product O=[N+]([O-])c1cnc(O)c(C2CC2)c1, predict the reactants needed to synthesize it. (3) Given the product Cc1nc2cc3c(cc2c(=O)n1COC(=O)C(C)(C)C)C(Nc1ccc(C(=O)O)c(F)c1)CC3, predict the reactants needed to synthesize it. The reactants are: Cc1nc2cc3c(cc2c(=O)n1COC(=O)C(C)(C)C)C(Br)CC3.Nc1ccc(C(=O)O)c(F)c1. (4) Given the product CC(C)(C)[Si](C)(C)Oc1ccc2c(c1)CCC1C2CC[C@@]2(C)C1CC[C@@H]2OC(=O)COC(=O)c1cccc(S(N)(=O)=O)c1, predict the reactants needed to synthesize it. The reactants are: CC(C)(C)[Si](C)(C)Oc1ccc2c(c1)CCC1C2CC[C@@]2(C)C1CC[C@@H]2OC(=O)CO.NS(=O)(=O)c1cccc(C(=O)Cl)c1.